Dataset: NCI-60 drug combinations with 297,098 pairs across 59 cell lines. Task: Regression. Given two drug SMILES strings and cell line genomic features, predict the synergy score measuring deviation from expected non-interaction effect. (1) Drug 1: C1=NC2=C(N=C(N=C2N1C3C(C(C(O3)CO)O)O)F)N. Drug 2: CCN(CC)CCCC(C)NC1=C2C=C(C=CC2=NC3=C1C=CC(=C3)Cl)OC. Cell line: OVCAR3. Synergy scores: CSS=16.3, Synergy_ZIP=-3.02, Synergy_Bliss=4.73, Synergy_Loewe=-10.1, Synergy_HSA=2.23. (2) Drug 1: CC1CCC2CC(C(=CC=CC=CC(CC(C(=O)C(C(C(=CC(C(=O)CC(OC(=O)C3CCCCN3C(=O)C(=O)C1(O2)O)C(C)CC4CCC(C(C4)OC)OCCO)C)C)O)OC)C)C)C)OC. Drug 2: C1CCC(C(C1)N)N.C(=O)(C(=O)[O-])[O-].[Pt+4]. Cell line: K-562. Synergy scores: CSS=44.7, Synergy_ZIP=-3.44, Synergy_Bliss=-1.42, Synergy_Loewe=-13.1, Synergy_HSA=0.825. (3) Drug 1: COC1=C(C=C2C(=C1)N=CN=C2NC3=CC(=C(C=C3)F)Cl)OCCCN4CCOCC4. Drug 2: CC12CCC3C(C1CCC2O)C(CC4=C3C=CC(=C4)O)CCCCCCCCCS(=O)CCCC(C(F)(F)F)(F)F. Cell line: UO-31. Synergy scores: CSS=25.4, Synergy_ZIP=-5.18, Synergy_Bliss=-3.28, Synergy_Loewe=-4.06, Synergy_HSA=-1.97. (4) Drug 1: C1=C(C(=O)NC(=O)N1)N(CCCl)CCCl. Drug 2: COCCOC1=C(C=C2C(=C1)C(=NC=N2)NC3=CC=CC(=C3)C#C)OCCOC.Cl. Cell line: HOP-92. Synergy scores: CSS=30.1, Synergy_ZIP=-6.86, Synergy_Bliss=-1.54, Synergy_Loewe=0.0377, Synergy_HSA=0.497.